From a dataset of Forward reaction prediction with 1.9M reactions from USPTO patents (1976-2016). Predict the product of the given reaction. (1) The product is: [F:1][C:2]1[CH:31]=[CH:30][CH:29]=[CH:28][C:3]=1[CH2:4][N:5]1[C:13]2[C:8](=[CH:9][CH:10]=[CH:11][CH:12]=2)[C:7]([C:14]2[N:15]=[CH:16][C:17]3[O:27][CH2:33][CH:34]([CH2:35][OH:36])[N:20]([C:21]4[CH:26]=[CH:25][N:24]=[CH:23][CH:22]=4)[C:18]=3[N:19]=2)=[N:6]1. Given the reactants [F:1][C:2]1[CH:31]=[CH:30][CH:29]=[CH:28][C:3]=1[CH2:4][N:5]1[C:13]2[C:8](=[CH:9][CH:10]=[CH:11][CH:12]=2)[C:7]([C:14]2[N:19]=[C:18]([NH:20][C:21]3[CH:26]=[CH:25][N:24]=[CH:23][CH:22]=3)[C:17]([OH:27])=[CH:16][N:15]=2)=[N:6]1.Br[CH2:33][CH:34](O)[CH2:35][OH:36].C(=O)([O-])[O-].[K+].[K+], predict the reaction product. (2) Given the reactants [H-].[Al+3].[Li+].[H-].[H-].[H-].C1COCC1.[CH3:12][C@@H:13]1[CH2:17][CH2:16][CH2:15][N:14]1[C:18]([CH:20]1[CH2:24][CH2:23][CH2:22][NH:21]1)=O.O.[OH-].[Na+], predict the reaction product. The product is: [CH3:12][C@@H:13]1[CH2:17][CH2:16][CH2:15][N:14]1[CH2:18][C@@H:20]1[CH2:24][CH2:23][CH2:22][NH:21]1. (3) Given the reactants Cl[C:2]1[N:3]=[N+:4]([O-:12])[C:5]2[CH:11]=[CH:10][CH:9]=[CH:8][C:6]=2[N:7]=1.[CH:13]([Sn](CCCC)(CCCC)CCCC)=[CH2:14], predict the reaction product. The product is: [CH:13]([C:2]1[N:3]=[N+:4]([O-:12])[C:5]2[CH:11]=[CH:10][CH:9]=[CH:8][C:6]=2[N:7]=1)=[CH2:14]. (4) Given the reactants [O-][O-].[Mg+2].[C:4]1([C:10]2[C:19]3[C:14](=[CH:15][CH:16]=[CH:17][CH:18]=3)[CH:13]([CH3:20])[CH2:12][N:11]=2)[CH:9]=[CH:8][CH:7]=[CH:6][CH:5]=1, predict the reaction product. The product is: [C:4]1([C:10]2[C:19]3[C:14](=[CH:15][CH:16]=[CH:17][CH:18]=3)[C:13]([CH3:20])=[CH:12][N:11]=2)[CH:5]=[CH:6][CH:7]=[CH:8][CH:9]=1. (5) Given the reactants Br[C:2]1[CH:3]=[C:4]([NH:8][C@H:9]([C:12]2[CH:17]=[CH:16][CH:15]=[CH:14][CH:13]=2)[CH2:10][OH:11])[CH:5]=[N:6][CH:7]=1.[Cl:18][C:19]1[C:27]2[C:22](=[CH:23][CH:24]=[C:25](B3OC(C)(C)C(C)(C)O3)[CH:26]=2)[NH:21][N:20]=1.C(=O)([O-])[O-].[K+].[K+], predict the reaction product. The product is: [Cl:18][C:19]1[C:27]2[C:22](=[CH:23][CH:24]=[C:25]([C:2]3[CH:3]=[C:4]([NH:8][C@H:9]([C:12]4[CH:17]=[CH:16][CH:15]=[CH:14][CH:13]=4)[CH2:10][OH:11])[CH:5]=[N:6][CH:7]=3)[CH:26]=2)[NH:21][N:20]=1. (6) The product is: [F:38][C:35]1([F:37])[O:34][C:33]2[CH:39]=[CH:40][C:30]([C:27]3([C:25]([NH:24][C:22]4[CH:21]=[CH:20][C:19]([CH3:41])=[C:18]([C:9]5[CH:14]=[CH:13][CH:12]=[C:11]([OH:15])[CH:10]=5)[N:23]=4)=[O:26])[CH2:29][CH2:28]3)=[CH:31][C:32]=2[O:36]1. Given the reactants CC1(C)C(C)(C)OB([C:9]2[CH:10]=[C:11]([OH:15])[CH:12]=[CH:13][CH:14]=2)O1.Cl[C:18]1[N:23]=[C:22]([NH:24][C:25]([C:27]2([C:30]3[CH:40]=[CH:39][C:33]4[O:34][C:35]([F:38])([F:37])[O:36][C:32]=4[CH:31]=3)[CH2:29][CH2:28]2)=[O:26])[CH:21]=[CH:20][C:19]=1[CH3:41], predict the reaction product. (7) Given the reactants [N:1]([C@H:4]1[C@@H:8]([CH3:9])[CH2:7][N:6]([C:10]([O:12][CH2:13][C:14]2[CH:19]=[CH:18][CH:17]=[CH:16][CH:15]=2)=[O:11])[CH2:5]1)=[N+]=[N-].C1(P(C2C=CC=CC=2)C2C=CC=CC=2)C=CC=CC=1, predict the reaction product. The product is: [NH2:1][C@H:4]1[C@@H:8]([CH3:9])[CH2:7][N:6]([C:10]([O:12][CH2:13][C:14]2[CH:19]=[CH:18][CH:17]=[CH:16][CH:15]=2)=[O:11])[CH2:5]1.